Dataset: Catalyst prediction with 721,799 reactions and 888 catalyst types from USPTO. Task: Predict which catalyst facilitates the given reaction. (1) Reactant: [CH:1](=[N:8][CH:9]1[CH2:15][CH2:14][CH2:13][CH2:12][NH:11][CH2:10]1)[C:2]1[CH:7]=[CH:6][CH:5]=[CH:4][CH:3]=1.C(N(CC)CC)C.[C:23](O[C:23]([O:25][C:26]([CH3:29])([CH3:28])[CH3:27])=[O:24])([O:25][C:26]([CH3:29])([CH3:28])[CH3:27])=[O:24].O. Product: [CH:1](=[N:8][CH:9]1[CH2:15][CH2:14][CH2:13][CH2:12][N:11]([C:23]([O:25][C:26]([CH3:29])([CH3:28])[CH3:27])=[O:24])[CH2:10]1)[C:2]1[CH:3]=[CH:4][CH:5]=[CH:6][CH:7]=1. The catalyst class is: 4. (2) Reactant: [CH3:1][C:2]1[C:7]([CH3:8])=[C:6]([NH:9][CH2:10][C:11]([NH:14][C:15](=[O:17])[CH3:16])([CH3:13])[CH3:12])[C:5]([N+:18]([O-])=O)=[C:4]([O:21][C:22]2[CH:27]=[CH:26][CH:25]=[CH:24][CH:23]=2)[N:3]=1. Product: [NH2:18][C:5]1[C:4]([O:21][C:22]2[CH:23]=[CH:24][CH:25]=[CH:26][CH:27]=2)=[N:3][C:2]([CH3:1])=[C:7]([CH3:8])[C:6]=1[NH:9][CH2:10][C:11]([NH:14][C:15](=[O:17])[CH3:16])([CH3:12])[CH3:13]. The catalyst class is: 11. (3) Reactant: [N+:1]([C:4]1[CH:9]=[C:8]([S:10](=[O:13])(=[O:12])[NH2:11])[CH:7]=[CH:6][C:5]=1[NH:14][CH2:15][CH:16]1[O:21][CH2:20][CH2:19][N:18](C(OC(C)(C)C)=O)[CH2:17]1)([O-:3])=[O:2]. Product: [NH:18]1[CH2:19][CH2:20][O:21][CH:16]([CH2:15][NH:14][C:5]2[CH:6]=[CH:7][C:8]([S:10]([NH2:11])(=[O:12])=[O:13])=[CH:9][C:4]=2[N+:1]([O-:3])=[O:2])[CH2:17]1. The catalyst class is: 557. (4) Reactant: [CH2:1]([NH2:4])[CH2:2][NH2:3].[C:5]([C@@H:8]([NH:41][C:42]([CH2:44][CH2:45][CH2:46][CH2:47][CH2:48][CH2:49][CH2:50][CH2:51][CH2:52][CH2:53][CH2:54][CH2:55][CH2:56][CH2:57][CH2:58][CH2:59][C:60]([OH:62])=[O:61])=[O:43])[CH2:9][CH2:10][C:11](=[O:40])[NH:12][CH2:13][CH2:14][O:15][CH2:16][CH2:17][O:18][CH2:19][C:20](=[O:39])[NH:21][CH2:22][CH2:23][O:24][CH2:25][CH2:26][O:27][CH2:28][C:29](ON1C(=O)CCC1=O)=[O:30])([OH:7])=[O:6]. Product: [NH2:3][CH2:2][CH2:1][NH:4][C:29]([CH2:28][O:27][CH2:26][CH2:25][O:24][CH2:23][CH2:22][NH:21][C:20]([CH2:19][O:18][CH2:17][CH2:16][O:15][CH2:14][CH2:13][NH:12][C:11]([CH2:10][CH2:9][C@H:8]([NH:41][C:42]([CH2:44][CH2:45][CH2:46][CH2:47][CH2:48][CH2:49][CH2:50][CH2:51][CH2:52][CH2:53][CH2:54][CH2:55][CH2:56][CH2:57][CH2:58][CH2:59][C:60]([OH:62])=[O:61])=[O:43])[C:5]([OH:7])=[O:6])=[O:40])=[O:39])=[O:30]. The catalyst class is: 8. (5) Reactant: [Br:1][C:2]1[CH:3]=[C:4]([CH:8]=[CH:9][C:10]=1[CH3:11])[C:5]([OH:7])=O.CN1CCOCC1.C(OC(Cl)=O)(C)C.[CH3:26][O:27][CH:28]([O:31][CH3:32])[CH2:29][NH2:30]. Product: [Br:1][C:2]1[CH:3]=[C:4]([CH:8]=[CH:9][C:10]=1[CH3:11])[C:5]([NH:30][CH2:29][CH:28]([O:31][CH3:32])[O:27][CH3:26])=[O:7]. The catalyst class is: 1.